Dataset: Forward reaction prediction with 1.9M reactions from USPTO patents (1976-2016). Task: Predict the product of the given reaction. (1) Given the reactants Br[C:2]1[CH:3]=[C:4]2[C:8](=[CH:9][CH:10]=1)[C@H:7]([N:11]1[CH2:14][C:13]3([CH2:19][CH2:18][N:17]([C:20]([O:22][C:23]([CH3:26])([CH3:25])[CH3:24])=[O:21])[CH2:16][CH2:15]3)[CH2:12]1)[CH2:6][CH2:5]2.C([O-])(=O)C.[K+].B1(B2OC(C)(C)C(C)(C)O2)OC(C)(C)C(C)(C)O1.[OH-].[Na+].Cl[C:53]1[CH:58]=[C:57]([CH3:59])[N:56]=[CH:55][N:54]=1.Cl, predict the reaction product. The product is: [CH3:59][C:57]1[N:56]=[CH:55][N:54]=[C:53]([C:2]2[CH:3]=[C:4]3[C:8](=[CH:9][CH:10]=2)[C@H:7]([N:11]2[CH2:12][C:13]4([CH2:19][CH2:18][N:17]([C:20]([O:22][C:23]([CH3:25])([CH3:24])[CH3:26])=[O:21])[CH2:16][CH2:15]4)[CH2:14]2)[CH2:6][CH2:5]3)[CH:58]=1. (2) Given the reactants S1C=CC=C1C=O.C(O)(=O)CC(O)=O.[NH:15]1CCCCC1.[OH-].[Na+].[S:23]1[CH:27]=[CH:26][CH:25]=[C:24]1/[CH:28]=[CH:29]/[C:30]([OH:32])=O.C(Cl)(=O)C(Cl)=O.O.N, predict the reaction product. The product is: [S:23]1[CH:27]=[CH:26][CH:25]=[C:24]1/[CH:28]=[CH:29]/[C:30]([NH2:15])=[O:32]. (3) Given the reactants [F:1][C:2]([F:11])([F:10])[C:3]1[CH:4]=[C:5]([SH:9])[CH:6]=[CH:7][CH:8]=1.C([O-])([O-])=O.[K+].[K+].CS(O[CH:23]1[CH2:28][CH2:27][O:26][CH:25]([C:29]2[CH:30]=[N:31][C:32]([Br:35])=[CH:33][CH:34]=2)[CH2:24]1)(=O)=O, predict the reaction product. The product is: [Br:35][C:32]1[CH:33]=[CH:34][C:29]([CH:25]2[CH2:24][CH:23]([S:9][C:5]3[CH:6]=[CH:7][CH:8]=[C:3]([C:2]([F:1])([F:10])[F:11])[CH:4]=3)[CH2:28][CH2:27][O:26]2)=[CH:30][N:31]=1. (4) Given the reactants [Cl:1][C:2]1[N:7]=[C:6](Cl)[C:5]([Cl:9])=[CH:4][N:3]=1.[CH:10]([O:13][C:14]1[NH:18][N:17]=[C:16]([NH2:19])[CH:15]=1)([CH3:12])[CH3:11].C(N(CC)CC)C, predict the reaction product. The product is: [Cl:1][C:2]1[N:7]=[C:6]([NH:19][C:16]2[CH:15]=[C:14]([O:13][CH:10]([CH3:12])[CH3:11])[NH:18][N:17]=2)[C:5]([Cl:9])=[CH:4][N:3]=1. (5) Given the reactants Cl[C:2]1[N:7]=[C:6]([NH2:8])[CH:5]=[CH:4][N:3]=1.[CH2:9](B(CC)CC)[CH3:10].[O-]P([O-])([O-])=O.[K+].[K+].[K+].O, predict the reaction product. The product is: [CH2:9]([C:2]1[N:7]=[C:6]([NH2:8])[CH:5]=[CH:4][N:3]=1)[CH3:10]. (6) Given the reactants [CH3:1][O:2][C:3]1[C:12]2[C:7](=[CH:8][CH:9]=[CH:10][CH:11]=2)[C:6]([NH:13]S(C2SC=CC=2)(=O)=O)=[CH:5][C:4]=1[S:22][CH2:23][C:24]([O:26][CH3:27])=[O:25].[Cl:28][C:29]1[CH:34]=[CH:33][C:32]([CH2:35][C:36](Cl)=[O:37])=[CH:31][CH:30]=1, predict the reaction product. The product is: [Cl:28][C:29]1[CH:34]=[CH:33][C:32]([CH2:35][C:36]([NH:13][C:6]2[C:7]3[C:12](=[CH:11][CH:10]=[CH:9][CH:8]=3)[C:3]([O:2][CH3:1])=[C:4]([S:22][CH2:23][C:24]([O:26][CH3:27])=[O:25])[CH:5]=2)=[O:37])=[CH:31][CH:30]=1. (7) Given the reactants [I-:1].[Na+].CC1C=CC(S(OCCC[C:17]2[C:25]3[C:20](=[CH:21][CH:22]=[CH:23][CH:24]=3)[NH:19][CH:18]=2)(=O)=O)=CC=1.[CH3:26][C:27]([CH3:29])=O, predict the reaction product. The product is: [I:1][CH2:26][CH2:27][CH2:29][N:19]1[C:20]2[C:25](=[CH:24][CH:23]=[CH:22][CH:21]=2)[CH:17]=[CH:18]1.